This data is from Peptide-MHC class II binding affinity with 134,281 pairs from IEDB. The task is: Regression. Given a peptide amino acid sequence and an MHC pseudo amino acid sequence, predict their binding affinity value. This is MHC class II binding data. (1) The peptide sequence is AFILDGDNLFPKV. The MHC is DRB1_0101 with pseudo-sequence DRB1_0101. The binding affinity (normalized) is 0.329. (2) The peptide sequence is ISGLKPGVDYTITVY. The MHC is HLA-DQA10401-DQB10402 with pseudo-sequence HLA-DQA10401-DQB10402. The binding affinity (normalized) is 0.232. (3) The peptide sequence is KLIGGIGGFIKVRQYDQILI. The MHC is HLA-DQA10101-DQB10501 with pseudo-sequence HLA-DQA10101-DQB10501. The binding affinity (normalized) is 0.401. (4) The peptide sequence is MKRPSREKQDKKIFTE. The MHC is DRB1_1501 with pseudo-sequence DRB1_1501. The binding affinity (normalized) is 0.205.